The task is: Predict the reactants needed to synthesize the given product.. This data is from Full USPTO retrosynthesis dataset with 1.9M reactions from patents (1976-2016). (1) Given the product [NH4+:9].[N+:16]([C:19]1[CH:24]=[CH:23][C:22]([O:15][P:12]([CH2:11][N:9]([S:6]([C:2]2[S:1][CH:5]=[CH:4][CH:3]=2)(=[O:7])=[O:8])[CH3:10])(=[O:13])[O-:14])=[CH:21][CH:20]=1)([O-:18])=[O:17], predict the reactants needed to synthesize it. The reactants are: [S:1]1[CH:5]=[CH:4][CH:3]=[C:2]1[S:6]([N:9]([CH2:11][P:12](=[O:15])([OH:14])[OH:13])[CH3:10])(=[O:8])=[O:7].[N+:16]([C:19]1[CH:24]=[CH:23][C:22](O)=[CH:21][CH:20]=1)([O-:18])=[O:17]. (2) Given the product [CH3:1][O:2][C:3](=[O:22])[C:4]1[CH:9]=[C:8]([N+:10]([O-:12])=[O:11])[CH:7]=[C:6]([C:13](=[O:21])[C:14]2[CH:19]=[CH:18][C:17]([N:28]([C:27]3[CH:30]=[CH:31][C:24]([Cl:23])=[CH:25][CH:26]=3)[CH3:29])=[CH:16][CH:15]=2)[CH:5]=1, predict the reactants needed to synthesize it. The reactants are: [CH3:1][O:2][C:3](=[O:22])[C:4]1[CH:9]=[C:8]([N+:10]([O-:12])=[O:11])[CH:7]=[C:6]([C:13](=[O:21])[C:14]2[CH:19]=[CH:18][C:17](Br)=[CH:16][CH:15]=2)[CH:5]=1.[Cl:23][C:24]1[CH:31]=[CH:30][C:27]([NH:28][CH3:29])=[CH:26][CH:25]=1.C1C=CC(P(C2C(C3C(P(C4C=CC=CC=4)C4C=CC=CC=4)=CC=C4C=3C=CC=C4)=C3C(C=CC=C3)=CC=2)C2C=CC=CC=2)=CC=1.C([O-])([O-])=O.[Cs+].[Cs+].